Dataset: Full USPTO retrosynthesis dataset with 1.9M reactions from patents (1976-2016). Task: Predict the reactants needed to synthesize the given product. (1) Given the product [Cl:14][C:15]1[CH:20]=[CH:19][CH:18]=[CH:17][C:16]=1[CH2:21][N:22]1[C:23]([OH:43])=[C:24]([C:39]([NH:13][CH2:12][C:7]2[CH:8]=[CH:9][CH:10]=[CH:11][C:6]=2[S:3]([CH3:2])(=[O:4])=[O:5])=[O:40])[C:25]([OH:38])=[C:26]([C:29]([NH:31][CH2:32][C:33]([OH:35])=[O:34])=[O:30])[C:27]1=[O:28], predict the reactants needed to synthesize it. The reactants are: [Cl-].[CH3:2][S:3]([C:6]1[CH:11]=[CH:10][CH:9]=[CH:8][C:7]=1[CH2:12][NH3+:13])(=[O:5])=[O:4].[Cl:14][C:15]1[CH:20]=[CH:19][CH:18]=[CH:17][C:16]=1[CH2:21][N:22]1[C:27](=[O:28])[C:26]([C:29]([NH:31][CH2:32][C:33]([O:35]CC)=[O:34])=[O:30])=[C:25]([OH:38])[C:24]([C:39](OC)=[O:40])=[C:23]1[OH:43].C(N(C(C)C)CC)(C)C. (2) Given the product [Cl:25][CH2:16][C:14]1[CH:13]=[N:12][N:11]([C:8]2[CH:9]=[CH:10][C:5]([S:2]([CH3:1])(=[O:4])=[O:3])=[CH:6][CH:7]=2)[CH:15]=1, predict the reactants needed to synthesize it. The reactants are: [CH3:1][S:2]([C:5]1[CH:10]=[CH:9][C:8]([N:11]2[CH:15]=[C:14]([CH2:16]O)[CH:13]=[N:12]2)=[CH:7][CH:6]=1)(=[O:4])=[O:3].CN(C=O)C.S(Cl)([Cl:25])=O. (3) Given the product [C:13]([N:11]1[CH:12]=[C:8]([CH2:7][CH2:6][NH2:5])[N:9]=[CH:10]1)([C:26]1[CH:27]=[CH:28][CH:29]=[CH:30][CH:31]=1)([C:20]1[CH:21]=[CH:22][CH:23]=[CH:24][CH:25]=1)[C:14]1[CH:19]=[CH:18][CH:17]=[CH:16][CH:15]=1, predict the reactants needed to synthesize it. The reactants are: FC(F)(F)C([NH:5][CH2:6][CH2:7][C:8]1[N:9]=[CH:10][N:11]([C:13]([C:26]2[CH:31]=[CH:30][CH:29]=[CH:28][CH:27]=2)([C:20]2[CH:25]=[CH:24][CH:23]=[CH:22][CH:21]=2)[C:14]2[CH:19]=[CH:18][CH:17]=[CH:16][CH:15]=2)[CH:12]=1)=O.[OH-].[Na+]. (4) The reactants are: [C:1]([C:3]1[CH:4]=[C:5]([N+:10]([O-])=O)[C:6]([CH3:9])=[N:7][CH:8]=1)#[CH:2].[CH3:13][N:14]1[CH2:19][CH2:18][NH:17][CH2:16][CH2:15]1. Given the product [CH3:9][C:6]1[C:5]([NH2:10])=[CH:4][C:3]([CH2:1][CH2:2][N:17]2[CH2:18][CH2:19][N:14]([CH3:13])[CH2:15][CH2:16]2)=[CH:8][N:7]=1, predict the reactants needed to synthesize it. (5) Given the product [F:38][S:2]([F:1])([F:37])([F:39])([F:40])[C:3]1[CH:4]=[CH:5][C:6]([C:9]2[CH:10]=[C:11]3[C:16](=[C:17]([OH:19])[CH:18]=2)[N:15]=[CH:14][NH:13][C:12]3=[O:36])=[CH:7][CH:8]=1, predict the reactants needed to synthesize it. The reactants are: [F:1][S:2]([F:40])([F:39])([F:38])([F:37])[C:3]1[CH:8]=[CH:7][C:6]([C:9]2[CH:10]=[C:11]3[C:16](=[C:17]([O:19]COCC[Si](C)(C)C)[CH:18]=2)[N:15]=[CH:14][N:13](COCC[Si](C)(C)C)[C:12]3=[O:36])=[CH:5][CH:4]=1.O. (6) Given the product [CH3:4][C:2]([O:5][C:6](=[O:27])[N:7]([CH2:8][CH2:9][NH:10][C:11]([C:13]1[NH:14][C:15]2[C:20]([CH:21]=1)=[CH:19][C:18]([N+:22]([O-:24])=[O:23])=[CH:17][CH:16]=2)=[O:12])[CH2:25][CH2:26][CH3:28])([CH3:1])[CH3:3], predict the reactants needed to synthesize it. The reactants are: [CH3:1][C:2]([O:5][C:6](=[O:27])[N:7]([CH2:25][CH3:26])[CH2:8][CH2:9][NH:10][C:11]([C:13]1[NH:14][C:15]2[C:20]([CH:21]=1)=[CH:19][C:18]([N+:22]([O-:24])=[O:23])=[CH:17][CH:16]=2)=[O:12])([CH3:4])[CH3:3].[CH2:28](NCCNC(C1NC2C(C=1)=CC([N+]([O-])=O)=CC=2)=O)CC.